Dataset: Catalyst prediction with 721,799 reactions and 888 catalyst types from USPTO. Task: Predict which catalyst facilitates the given reaction. (1) Reactant: CI.[Br:3][C:4]1[CH:5]=[C:6]([C:10]2[NH:14][N:13]=[N:12][CH:11]=2)[CH:7]=[CH:8][CH:9]=1.[C:15](=O)([O-])[O-].[K+].[K+]. Product: [Br:3][C:4]1[CH:5]=[C:6]([C:10]2[CH:11]=[N:12][N:13]([CH3:15])[N:14]=2)[CH:7]=[CH:8][CH:9]=1. The catalyst class is: 3. (2) Reactant: [Br:1][C:2]1[CH:3]=[C:4]([CH2:8][OH:9])[CH:5]=[CH:6][CH:7]=1.N1C=CC=CC=1.[C:16](Cl)(=[O:27])[O:17][C:18]1[CH:23]=[CH:22][C:21]([N+:24]([O-:26])=[O:25])=[CH:20][CH:19]=1. Product: [C:16](=[O:27])([O:17][C:18]1[CH:19]=[CH:20][C:21]([N+:24]([O-:26])=[O:25])=[CH:22][CH:23]=1)[O:9][CH2:8][C:4]1[CH:5]=[CH:6][CH:7]=[C:2]([Br:1])[CH:3]=1. The catalyst class is: 2.